The task is: Regression/Classification. Given a drug SMILES string, predict its absorption, distribution, metabolism, or excretion properties. Task type varies by dataset: regression for continuous measurements (e.g., permeability, clearance, half-life) or binary classification for categorical outcomes (e.g., BBB penetration, CYP inhibition). Dataset: cyp1a2_veith.. This data is from CYP1A2 inhibition data for predicting drug metabolism from PubChem BioAssay. (1) The molecule is Cc1ccc(/C=C/C(=O)Nc2cc(C)on2)cc1. The result is 1 (inhibitor). (2) The compound is CC1CC(C)CN(C(=O)CSc2nnc(CSc3ncccn3)n2C)C1. The result is 0 (non-inhibitor).